Dataset: Forward reaction prediction with 1.9M reactions from USPTO patents (1976-2016). Task: Predict the product of the given reaction. (1) Given the reactants C(OC(=O)[NH:7][CH:8]([CH2:27][C:28]1[CH:33]=[CH:32][C:31]([Cl:34])=[CH:30][CH:29]=1)[C:9]([N:11]1[CH2:16][CH2:15][N:14]([C:17]2[C:18]3[S:25][C:24]([CH3:26])=[CH:23][C:19]=3[N:20]=[CH:21][N:22]=2)[CH2:13][CH2:12]1)=[O:10])(C)(C)C.[ClH:36], predict the reaction product. The product is: [ClH:34].[ClH:36].[NH2:7][CH:8]([CH2:27][C:28]1[CH:29]=[CH:30][C:31]([Cl:34])=[CH:32][CH:33]=1)[C:9]([N:11]1[CH2:16][CH2:15][N:14]([C:17]2[C:18]3[S:25][C:24]([CH3:26])=[CH:23][C:19]=3[N:20]=[CH:21][N:22]=2)[CH2:13][CH2:12]1)=[O:10]. (2) Given the reactants [CH3:1][C:2](=[N:4][OH:5])[CH3:3].[Li]CCCC.CO[C:13](=O)[CH:14]([N:21]1[CH2:26][CH2:25][N:24]([C:27]2[CH:32]=[CH:31][C:30]([NH:33][C:34](=[O:40])[CH:35]([CH2:38][CH3:39])[CH2:36][CH3:37])=[CH:29][C:28]=2[F:41])[CH2:23][CH2:22]1)[C:15]1[CH:20]=[CH:19][CH:18]=[CH:17][CH:16]=1.OS(O)(=O)=O.C([O-])(O)=O.[Na+], predict the reaction product. The product is: [CH2:38]([CH:35]([CH2:36][CH3:37])[C:34]([NH:33][C:30]1[CH:31]=[CH:32][C:27]([N:24]2[CH2:25][CH2:26][N:21]([CH:14]([C:13]3[O:5][N:4]=[C:2]([CH3:3])[CH:1]=3)[C:15]3[CH:16]=[CH:17][CH:18]=[CH:19][CH:20]=3)[CH2:22][CH2:23]2)=[C:28]([F:41])[CH:29]=1)=[O:40])[CH3:39]. (3) Given the reactants [N+:1]([C:4]1[CH:13]=[CH:12][CH:11]=[C:10]2[C:5]=1[CH:6]=[CH:7]O[C:9]2=[O:14])([O-:3])=[O:2].CO.Cl.[NH2:18][CH2:19][C:20]([NH2:22])=[O:21].C([Al](CC)CC)C, predict the reaction product. The product is: [N+:1]([C:4]1[CH:13]=[CH:12][CH:11]=[C:10]2[C:5]=1[CH:6]=[CH:7][N:18]([CH2:19][C:20]([NH2:22])=[O:21])[C:9]2=[O:14])([O-:3])=[O:2]. (4) The product is: [CH2:6]([C:9]1[CH:14]=[CH:13][CH:12]=[CH:11][C:10]=1[B:16]([OH:19])[OH:17])[CH2:7][CH3:8]. Given the reactants C([Li])CCC.[CH2:6]([C:9]1[CH:14]=[CH:13][CH:12]=[CH:11][C:10]=1Br)[CH2:7][CH3:8].[B:16](OC)([O:19]C)[O:17]C.Cl, predict the reaction product.